Dataset: Full USPTO retrosynthesis dataset with 1.9M reactions from patents (1976-2016). Task: Predict the reactants needed to synthesize the given product. Given the product [O:1]1[C@H:5]2[O:6][CH2:7][CH2:8][C@H:4]2[C@@H:3]([O:9][C:10](=[O:32])[NH:11][C@@H:12]([CH2:25][C:26]2[CH:27]=[CH:28][CH:29]=[CH:30][CH:31]=2)[C@H:13]([OH:24])[CH2:14][N:15]([S:52]([C:48]2[CH:49]=[CH:50][CH:51]=[C:46]([NH:45][C:42](=[O:44])[CH3:43])[CH:47]=2)(=[O:54])=[O:53])[CH2:16][C:17]([CH3:22])([CH3:23])[CH2:18][CH2:19][C:20]#[N:21])[CH2:2]1, predict the reactants needed to synthesize it. The reactants are: [O:1]1[C@H:5]2[O:6][CH2:7][CH2:8][C@H:4]2[C@@H:3]([O:9][C:10](=[O:32])[NH:11][C@@H:12]([CH2:25][C:26]2[CH:31]=[CH:30][CH:29]=[CH:28][CH:27]=2)[C@H:13]([OH:24])[CH2:14][NH:15][CH2:16][C:17]([CH3:23])([CH3:22])[CH2:18][CH2:19][C:20]#[N:21])[CH2:2]1.C(N(C(C)C)CC)(C)C.[C:42]([NH:45][C:46]1[CH:47]=[C:48]([S:52](Cl)(=[O:54])=[O:53])[CH:49]=[CH:50][CH:51]=1)(=[O:44])[CH3:43].